Dataset: Reaction yield outcomes from USPTO patents with 853,638 reactions. Task: Predict the reaction yield, written as a fraction of the theoretical maximum amount of product (1.0 means a 100% yield; for example, 0.34 means a 34% yield). (1) The reactants are C([C:4]1[CH:5]=[C:6]([C:22]([NH:24][CH2:25][C:26]2[CH:31]=[CH:30][C:29]([S:32]([CH3:35])(=[O:34])=[O:33])=[CH:28][CH:27]=2)=[O:23])[C:7](=[O:21])[N:8]([C:11]2[CH:16]=[CH:15][CH:14]=[C:13]([C:17]([F:20])([F:19])[F:18])[CH:12]=2)[C:9]=1[CH3:10])(=O)C.Cl.NO.[CH2:39]([N:41](CC)CC)[CH3:40].[O:46]1CCCC1. The catalyst is CO. The product is [OH:46]/[N:41]=[C:39](/[C:5]1[CH:4]=[C:9]([CH3:10])[N:8]([C:11]2[CH:16]=[CH:15][CH:14]=[C:13]([C:17]([F:19])([F:18])[F:20])[CH:12]=2)[C:7](=[O:21])[C:6]=1[C:22]([NH:24][CH2:25][C:26]1[CH:27]=[CH:28][C:29]([S:32]([CH3:35])(=[O:33])=[O:34])=[CH:30][CH:31]=1)=[O:23])\[CH3:40]. The yield is 0.220. (2) The reactants are [CH2:1]([N:8]1[CH2:13][C:12](=[O:14])[NH:11][C:10]2[CH:15]=[C:16]([C:19](OC)=[O:20])[CH:17]=[N:18][C:9]1=2)[C:2]1[CH:7]=[CH:6][CH:5]=[CH:4][CH:3]=1.[H-].[Na+].[H-].[Al+3].[Li+].[H-].[H-].[H-].CO. The catalyst is O1CCCC1.O.C(OCC)(=O)C. The product is [CH2:1]([N:8]1[CH2:13][C:12](=[O:14])[NH:11][C:10]2[CH:15]=[C:16]([CH2:19][OH:20])[CH:17]=[N:18][C:9]1=2)[C:2]1[CH:3]=[CH:4][CH:5]=[CH:6][CH:7]=1. The yield is 0.990. (3) The reactants are [OH:1][CH:2]1[CH2:6][CH2:5][NH:4][CH2:3]1.O.[C:8](O[C:8]([O:10][C:11]([CH3:14])([CH3:13])[CH3:12])=[O:9])([O:10][C:11]([CH3:14])([CH3:13])[CH3:12])=[O:9].CCN(C(C)C)C(C)C. The catalyst is O1CCOCC1. The product is [C:11]([O:10][C:8]([N:4]1[CH2:5][CH2:6][CH:2]([OH:1])[CH2:3]1)=[O:9])([CH3:14])([CH3:13])[CH3:12]. The yield is 0.856. (4) The reactants are O[Li:2].O.C([O:6][C:7]([C:9]1[O:10][C:11]([C:14]2[CH:19]=[CH:18][N:17]=[CH:16][CH:15]=2)=[CH:12][N:13]=1)=[O:8])C.CO. The catalyst is O.C1COCC1. The product is [N:17]1[CH:18]=[CH:19][C:14]([C:11]2[O:10][C:9]([C:7]([O-:8])=[O:6])=[N:13][CH:12]=2)=[CH:15][CH:16]=1.[Li+:2]. The yield is 1.00. (5) The reactants are [CH2:1]([O:3][P:4]([CH2:9][CH2:10][NH:11][CH2:12][C:13]([CH3:36])=[CH:14][CH2:15][C:16]1[C:17]([O:29][CH2:30][CH2:31][Si:32]([CH3:35])([CH3:34])[CH3:33])=[C:18]2[C:22](=[C:23]([CH3:27])[C:24]=1[O:25][CH3:26])[CH2:21][O:20][C:19]2=[O:28])(=[O:8])[O:5][CH2:6][CH3:7])[CH3:2].[CH:37](=O)[C:38]1[CH:43]=[CH:42][CH:41]=[CH:40][CH:39]=1.C(O[BH-](OC(=O)C)OC(=O)C)(=O)C.[Na+].C(O)(=O)C. The catalyst is CN(C=O)C. The product is [CH2:1]([O:3][P:4]([CH2:9][CH2:10][N:11]([CH2:37][C:38]1[CH:43]=[CH:42][CH:41]=[CH:40][CH:39]=1)[CH2:12][C:13]([CH3:36])=[CH:14][CH2:15][C:16]1[C:17]([O:29][CH2:30][CH2:31][Si:32]([CH3:33])([CH3:34])[CH3:35])=[C:18]2[C:22](=[C:23]([CH3:27])[C:24]=1[O:25][CH3:26])[CH2:21][O:20][C:19]2=[O:28])(=[O:8])[O:5][CH2:6][CH3:7])[CH3:2]. The yield is 0.430. (6) The reactants are F[P-](F)(F)(F)(F)F.[CH3:8][N:9](C)/[CH:10]=[C:11](\[C:16]([F:19])([F:18])[F:17])/[CH:12]=[N+:13](C)C.Cl.[CH3:22][O:23][C:24]1[CH:29]=[CH:28]C(NN)=[CH:26][CH:25]=1.C[O-].[Na+]. The catalyst is O1CCCC1. The product is [CH3:22][O:23][C:24]1[CH:29]=[CH:28][C:8]([N:9]2[CH:10]=[C:11]([C:16]([F:19])([F:18])[F:17])[CH:12]=[N:13]2)=[CH:26][CH:25]=1. The yield is 0.850. (7) The catalyst is O.C(OCC)(=O)C. The yield is 0.430. The reactants are [Cl-].O[NH3+:3].[C:4](=[O:7])([O-])[OH:5].[Na+].CS(C)=O.[CH:13]1([O:16][C:17]2[CH:22]=[CH:21][C:20]([N:23]3[C:28](=[O:29])[C:27]([CH2:30][C:31]4[CH:36]=[CH:35][C:34]([C:37]5[C:38]([C:43]#[N:44])=[CH:39][CH:40]=[CH:41][CH:42]=5)=[CH:33][CH:32]=4)=[C:26]([CH2:45][CH2:46][CH3:47])[N:25]=[C:24]3[CH3:48])=[CH:19][CH:18]=2)[CH2:15][CH2:14]1. The product is [CH:13]1([O:16][C:17]2[CH:18]=[CH:19][C:20]([N:23]3[C:28](=[O:29])[C:27]([CH2:30][C:31]4[CH:36]=[CH:35][C:34]([C:37]5[CH:42]=[CH:41][CH:40]=[CH:39][C:38]=5[C:43]5[NH:3][C:4](=[O:7])[O:5][N:44]=5)=[CH:33][CH:32]=4)=[C:26]([CH2:45][CH2:46][CH3:47])[N:25]=[C:24]3[CH3:48])=[CH:21][CH:22]=2)[CH2:14][CH2:15]1. (8) The reactants are [CH2:1]([N:3]1[C:9]2[CH:10]=[C:11]([N+:16]([O-])=O)[C:12]([O:14][CH3:15])=[CH:13][C:8]=2[C:7](=[O:19])[N:6]([CH2:20][CH3:21])[CH2:5][CH2:4]1)[CH3:2].C(O)C. The catalyst is [Pd]. The product is [NH2:16][C:11]1[C:12]([O:14][CH3:15])=[CH:13][C:8]2[C:7](=[O:19])[N:6]([CH2:20][CH3:21])[CH2:5][CH2:4][N:3]([CH2:1][CH3:2])[C:9]=2[CH:10]=1. The yield is 1.00. (9) The reactants are [F:1][C:2]1[CH:10]=[CH:9][C:8]([F:11])=[CH:7][C:3]=1[C:4](Cl)=[O:5].[CH3:12][O:13][C:14]1[CH:19]=[C:18]([NH2:20])[CH:17]=[CH:16][N:15]=1.N1C=CC=CC=1.Cl. The catalyst is ClCCl. The product is [F:1][C:2]1[CH:10]=[CH:9][C:8]([F:11])=[CH:7][C:3]=1[C:4]([NH:20][C:18]1[CH:17]=[CH:16][N:15]=[C:14]([O:13][CH3:12])[CH:19]=1)=[O:5]. The yield is 0.610. (10) The reactants are [CH2:1]([N:8]1[C:15]([NH2:16])=[C:14]([N:17]=O)[C:12](=[O:13])[N:11]([CH2:19][CH2:20][CH3:21])[C:9]1=[O:10])[C:2]1[CH:7]=[CH:6][CH:5]=[CH:4][CH:3]=1.S(S([O-])=O)([O-])=O.[Na+].[Na+]. The catalyst is O.[NH4+].[OH-]. The product is [CH2:1]([N:8]1[C:15]([NH2:16])=[C:14]([NH2:17])[C:12](=[O:13])[N:11]([CH2:19][CH2:20][CH3:21])[C:9]1=[O:10])[C:2]1[CH:3]=[CH:4][CH:5]=[CH:6][CH:7]=1. The yield is 0.450.